Dataset: NCI-60 drug combinations with 297,098 pairs across 59 cell lines. Task: Regression. Given two drug SMILES strings and cell line genomic features, predict the synergy score measuring deviation from expected non-interaction effect. (1) Drug 1: CC=C1C(=O)NC(C(=O)OC2CC(=O)NC(C(=O)NC(CSSCCC=C2)C(=O)N1)C(C)C)C(C)C. Drug 2: C#CCC(CC1=CN=C2C(=N1)C(=NC(=N2)N)N)C3=CC=C(C=C3)C(=O)NC(CCC(=O)O)C(=O)O. Cell line: ACHN. Synergy scores: CSS=64.9, Synergy_ZIP=-1.79, Synergy_Bliss=-4.12, Synergy_Loewe=-8.33, Synergy_HSA=-0.888. (2) Drug 1: CC1=CC2C(CCC3(C2CCC3(C(=O)C)OC(=O)C)C)C4(C1=CC(=O)CC4)C. Drug 2: C1=NC2=C(N=C(N=C2N1C3C(C(C(O3)CO)O)F)Cl)N. Cell line: OVCAR3. Synergy scores: CSS=30.1, Synergy_ZIP=5.61, Synergy_Bliss=8.76, Synergy_Loewe=-18.1, Synergy_HSA=6.65. (3) Drug 1: CC(C)CN1C=NC2=C1C3=CC=CC=C3N=C2N. Drug 2: CC1C(C(CC(O1)OC2CC(CC3=C2C(=C4C(=C3O)C(=O)C5=CC=CC=C5C4=O)O)(C(=O)C)O)N)O. Cell line: 786-0. Synergy scores: CSS=50.9, Synergy_ZIP=3.78, Synergy_Bliss=1.68, Synergy_Loewe=-28.3, Synergy_HSA=-0.271. (4) Drug 1: C1CC(=O)NC(=O)C1N2CC3=C(C2=O)C=CC=C3N. Synergy scores: CSS=28.0, Synergy_ZIP=-3.48, Synergy_Bliss=-7.00, Synergy_Loewe=-33.5, Synergy_HSA=-5.51. Cell line: SNB-19. Drug 2: CCC1=C2CN3C(=CC4=C(C3=O)COC(=O)C4(CC)O)C2=NC5=C1C=C(C=C5)O. (5) Drug 1: C1=CC=C(C=C1)NC(=O)CCCCCCC(=O)NO. Drug 2: CN(CCCl)CCCl.Cl. Cell line: T-47D. Synergy scores: CSS=8.70, Synergy_ZIP=-2.15, Synergy_Bliss=3.09, Synergy_Loewe=1.71, Synergy_HSA=4.24.